From a dataset of NCI-60 drug combinations with 297,098 pairs across 59 cell lines. Regression. Given two drug SMILES strings and cell line genomic features, predict the synergy score measuring deviation from expected non-interaction effect. Drug 1: CCCCCOC(=O)NC1=NC(=O)N(C=C1F)C2C(C(C(O2)C)O)O. Drug 2: C1=CC=C(C=C1)NC(=O)CCCCCCC(=O)NO. Cell line: OVCAR-4. Synergy scores: CSS=2.89, Synergy_ZIP=-2.73, Synergy_Bliss=-2.11, Synergy_Loewe=-8.42, Synergy_HSA=-1.68.